This data is from Blood-brain barrier permeability classification from the B3DB database. The task is: Regression/Classification. Given a drug SMILES string, predict its absorption, distribution, metabolism, or excretion properties. Task type varies by dataset: regression for continuous measurements (e.g., permeability, clearance, half-life) or binary classification for categorical outcomes (e.g., BBB penetration, CYP inhibition). Dataset: b3db_classification. (1) The drug is CC(=O)C1(O)Cc2c(O)c3c(c(O)c2C(OC2CC(N)C(O)C(C)O2)C1)C(=O)c1c(O)cccc1C3=O. The result is 0 (does not penetrate BBB). (2) The drug is O=C1OCC[C@@H]1C1(O)CCN(CCCN2c3ccccc3Sc3ccc(Cl)cc32)CC1. The result is 1 (penetrates BBB).